From a dataset of Forward reaction prediction with 1.9M reactions from USPTO patents (1976-2016). Predict the product of the given reaction. The product is: [F:8][C:5]1[CH:6]=[CH:7][C:2]([NH:1][C:19](=[O:20])[CH2:18][S:22][C:23]([C:24]2[CH:29]=[CH:28][CH:27]=[CH:26][CH:25]=2)([C:30]2[CH:31]=[CH:32][CH:33]=[CH:34][CH:35]=2)[C:36]2[CH:41]=[CH:40][CH:39]=[CH:38][CH:37]=2)=[N:3][CH:4]=1. Given the reactants [NH2:1][C:2]1[CH:7]=[CH:6][C:5]([F:8])=[CH:4][N:3]=1.[N+](C1C=CC([CH:18]([S:22][C:23]([C:36]2[CH:41]=[CH:40][CH:39]=[CH:38][CH:37]=2)([C:30]2[CH:35]=[CH:34][CH:33]=[CH:32][CH:31]=2)[C:24]2[CH:29]=[CH:28][CH:27]=[CH:26][CH:25]=2)[C:19]([O-])=[O:20])=CC=1)([O-])=O.C(N(CC)CC)C.C(OCC)C, predict the reaction product.